Task: Predict the reactants needed to synthesize the given product.. Dataset: Full USPTO retrosynthesis dataset with 1.9M reactions from patents (1976-2016) (1) Given the product [CH3:13][O:14][C:15]1[CH:16]=[C:17]([S:23]([NH:12][C:9]2[NH:10][N:11]=[C:7]([C:1]3[CH:2]=[CH:3][CH:4]=[CH:5][CH:6]=3)[N:8]=2)(=[O:24])=[O:25])[CH:18]=[CH:19][C:20]=1[O:21][CH3:22], predict the reactants needed to synthesize it. The reactants are: [C:1]1([C:7]2[NH:8][C:9]([NH2:12])=[N:10][N:11]=2)[CH:6]=[CH:5][CH:4]=[CH:3][CH:2]=1.[CH3:13][O:14][C:15]1[CH:16]=[C:17]([S:23](Cl)(=[O:25])=[O:24])[CH:18]=[CH:19][C:20]=1[O:21][CH3:22]. (2) Given the product [C:23]([C:11]1([OH:12])[C:2]2([CH3:17])[CH:3]([CH2:1]2)[C:4]2([O:5][CH2:6][CH2:7][O:8]2)[CH:9]=[C:10]1[CH3:13])#[CH:24], predict the reactants needed to synthesize it. The reactants are: [CH3:1][C:2]1[C:11](=[O:12])[C:10]([CH3:13])=[CH:9][C:4]2([O:8][CH2:7][CH2:6][O:5]2)[CH:3]=1.[H-].[Na+].[I-].[CH3:17][S+](C)(C)=O.O1CC[CH2:24][CH2:23]1. (3) Given the product [CH2:1]([O:10][C:9]([CH:7]1[CH2:8][C:5]([F:12])([F:4])[CH2:6]1)=[O:11])[CH3:2], predict the reactants needed to synthesize it. The reactants are: [CH2:1](I)[CH3:2].[F:4][C:5]1([F:12])[CH2:8][CH:7]([C:9]([OH:11])=[O:10])[CH2:6]1.C(=O)([O-])[O-].[Cs+].[Cs+]. (4) Given the product [Cl:1][C:2]1[C:7]([F:8])=[CH:6][C:5]([C@H:9]2[CH2:14][C@@H:13]([C:15]3[O:19][NH:18][C:17](=[O:20])[CH:16]=3)[CH2:12][CH2:11][NH:10]2)=[CH:4][C:3]=1[F:25], predict the reactants needed to synthesize it. The reactants are: [Cl:1][C:2]1[C:7]([F:8])=[CH:6][C:5]([C@H:9]2[CH2:14][C@@H:13]([C:15]3[O:19][NH:18][C:17](=[O:20])[CH:16]=3)[CH2:12][CH2:11][N:10]2C(OC)=O)=[CH:4][C:3]=1[F:25].Br.